From a dataset of Full USPTO retrosynthesis dataset with 1.9M reactions from patents (1976-2016). Predict the reactants needed to synthesize the given product. (1) Given the product [CH3:17][C:16]1[CH:15]=[C:14]([N+:18]([O-:20])=[O:19])[N:13]=[CH:12][C:11]=1[CH2:7][C:6]([O:5][CH2:1][CH3:2])=[O:23], predict the reactants needed to synthesize it. The reactants are: [C:1]([O:5][C:6](=[O:23])[C:7](CC)([C:11]1[CH:12]=[N:13][C:14]([N+:18]([O-:20])=[O:19])=[CH:15][C:16]=1[CH3:17])C(O)=O)(C)(C)[CH3:2].[CH3:17][C:16]1[CH:15]=[C:14]([N+:18]([O-:20])=[O:19])[N:13]=[CH:12][C:11]=1[CH2:7][C:6]([O:5][CH2:1][CH3:2])=[O:23].FC(F)(F)S(O)(=O)=O. (2) The reactants are: [CH2:1]([N:3]([C:13]1[CH:18]=[C:17]([O:19][CH3:20])[CH:16]=[CH:15][C:14]=1[CH:21]1[CH2:30][CH2:29][C:28]2[C:23](=[CH:24][CH:25]=[C:26]([O:31][CH3:32])[CH:27]=2)[CH2:22]1)[C:4](=[O:12])[C:5]1[CH:10]=[CH:9][C:8]([OH:11])=[CH:7][CH:6]=1)[CH3:2].Cl.[CH2:34]([N:36]([CH2:40][CH3:41])[CH2:37][CH2:38]Cl)[CH3:35]. Given the product [CH2:34]([N:36]([CH2:40][CH3:41])[CH2:37][CH2:38][O:11][C:8]1[CH:7]=[CH:6][C:5]([C:4]([N:3]([CH2:1][CH3:2])[C:13]2[CH:18]=[C:17]([O:19][CH3:20])[CH:16]=[CH:15][C:14]=2[CH:21]2[CH2:30][CH2:29][C:28]3[C:23](=[CH:24][CH:25]=[C:26]([O:31][CH3:32])[CH:27]=3)[CH2:22]2)=[O:12])=[CH:10][CH:9]=1)[CH3:35], predict the reactants needed to synthesize it. (3) Given the product [Cl:15][C:16]1[CH:28]=[C:27]([O:29][CH2:30][CH:31]=[C:32]([Cl:34])[Cl:33])[CH:26]=[C:25]([Cl:35])[C:17]=1[O:18][CH2:19][CH2:20][CH2:21][CH2:22][O:23][N:24]=[C:9]([C:6]1[CH:7]=[CH:8][C:3]([C:2]([F:13])([F:12])[F:1])=[CH:4][CH:5]=1)[CH3:10], predict the reactants needed to synthesize it. The reactants are: [F:1][C:2]([F:13])([F:12])[C:3]1[CH:8]=[CH:7][C:6]([C:9](=O)[CH3:10])=[CH:5][CH:4]=1.Cl.[Cl:15][C:16]1[CH:28]=[C:27]([O:29][CH2:30][CH:31]=[C:32]([Cl:34])[Cl:33])[CH:26]=[C:25]([Cl:35])[C:17]=1[O:18][CH2:19][CH2:20][CH2:21][CH2:22][O:23][NH2:24].C(O)(=O)CC(CC(O)=O)(C(O)=O)O. (4) Given the product [Br:1][C:2]1[N:3]=[C:4]([OH:22])[C:5]([NH:8][S:9]([C:12]2[CH:13]=[C:14]([CH:19]=[CH:20][CH:21]=2)[C:15]([OH:17])=[O:16])(=[O:11])=[O:10])=[N:6][CH:7]=1, predict the reactants needed to synthesize it. The reactants are: [Br:1][C:2]1[N:3]=[C:4]([O:22]C)[C:5]([NH:8][S:9]([C:12]2[CH:13]=[C:14]([CH:19]=[CH:20][CH:21]=2)[C:15]([O:17]C)=[O:16])(=[O:11])=[O:10])=[N:6][CH:7]=1.B(Br)(Br)Br. (5) Given the product [OH:2][CH:10]1[CH:11]2[CH:6]3[CH:7]([CH2:8][CH:9]1[CH2:12]3)[S:15](=[O:18])(=[O:17])[O:16]2, predict the reactants needed to synthesize it. The reactants are: C(O)=[O:2].OO.[C:6]12(C)[C:12](C)(C)[CH:9]([CH:10]=[CH:11]1)[CH2:8][CH:7]2[S:15]([O-:18])(=[O:17])=[O:16].[NH+]1C=CC=CC=1.S([O-])([O-])=O.[Na+].[Na+].C(=O)([O-])O.[Na+]. (6) The reactants are: [Cl:1][C:2]1[CH:26]=[CH:25][C:5]([N:6]=[CH:7][C:8]2[N:12]3[CH:13]=[CH:14][CH:15]=[CH:16][C:11]3=[N:10][C:9]=2[C:17]2[CH:22]=[C:21]([Cl:23])[CH:20]=[CH:19][C:18]=2[Cl:24])=[CH:4][CH:3]=1.C1(C)C(S([CH2:36][N+:37]#[C-:38])(=O)=O)=CC=CC=1.N12CCCN=C1CCCCC2. Given the product [Cl:1][C:2]1[CH:3]=[CH:4][C:5]([N:6]2[C:7]([C:8]3[N:12]4[CH:13]=[CH:14][CH:15]=[CH:16][C:11]4=[N:10][C:9]=3[C:17]3[CH:22]=[C:21]([Cl:23])[CH:20]=[CH:19][C:18]=3[Cl:24])=[CH:38][N:37]=[CH:36]2)=[CH:25][CH:26]=1, predict the reactants needed to synthesize it. (7) Given the product [Br:1][C:2]1[CH:3]=[C:4]2[C:9](=[CH:10][CH:11]=1)[N:8]=[CH:7][C:6]([I:13])=[C:5]2[OH:12], predict the reactants needed to synthesize it. The reactants are: [Br:1][C:2]1[CH:3]=[C:4]2[C:9](=[CH:10][CH:11]=1)[N:8]=[CH:7][CH:6]=[C:5]2[OH:12].[I:13]N1C(=O)CCC1=O. (8) Given the product [C:12]([C:9]1[CH:8]=[CH:7][C:6]([C:5]([OH:20])=[O:4])=[CH:11][CH:10]=1)#[C:13][C:14]#[CH:15], predict the reactants needed to synthesize it. The reactants are: [OH-].[K+].C[O:4][C:5](=[O:20])[C:6]1[CH:11]=[CH:10][C:9]([C:12]#[C:13][C:14]#[C:15][Si](C)(C)C)=[CH:8][CH:7]=1. (9) The reactants are: [NH2:1][C:2]1[N:3]=[CH:4][C:5]2[CH2:11][N:10]([C:12]3[CH:13]=[C:14]([CH:18]=[CH:19][CH:20]=3)[C:15](O)=[O:16])[CH2:9][CH2:8][C:6]=2[N:7]=1.C(N(CC)C(C)C)(C)C.CN(C(ON1N=NC2C=CC=CC1=2)=[N+](C)C)C.F[P-](F)(F)(F)(F)F.[NH2:54][C:55]1[CH:60]=[CH:59][CH:58]=[C:57]([CH3:61])[CH:56]=1. Given the product [NH2:1][C:2]1[N:3]=[CH:4][C:5]2[CH2:11][N:10]([C:12]3[CH:13]=[C:14]([CH:18]=[CH:19][CH:20]=3)[C:15]([NH:54][C:55]3[CH:56]=[C:57]([CH3:61])[CH:58]=[CH:59][CH:60]=3)=[O:16])[CH2:9][CH2:8][C:6]=2[N:7]=1, predict the reactants needed to synthesize it.